This data is from Forward reaction prediction with 1.9M reactions from USPTO patents (1976-2016). The task is: Predict the product of the given reaction. (1) The product is: [NH2:2][C:3]1[N:11]=[C:10]2[C:6]([N:7]=[CH:8][N:9]2[CH2:12][C:13]([OH:15])=[O:14])=[C:5]([O:26][CH2:19][C:20]2[CH:25]=[CH:24][CH:23]=[CH:22][CH:21]=2)[N:4]=1. Given the reactants [Na].[NH2:2][C:3]1[N:11]=[C:10]2[C:6]([N:7]=[CH:8][N:9]2[CH2:12][C:13]([OH:15])=[O:14])=[C:5](Cl)[N:4]=1.[OH-].[Na+].[CH2:19]([OH:26])[C:20]1[CH:25]=[CH:24][CH:23]=[CH:22][CH:21]=1, predict the reaction product. (2) Given the reactants [CH3:1][C:2]1[C:6]([C:7]2[CH:17]=[C:16]([I:18])[C:10]3[N:11]([CH3:15])[C:12](=O)[NH:13][C:9]=3[CH:8]=2)=[C:5]([CH3:19])[O:4][N:3]=1.O=P(Cl)(Cl)[Cl:22], predict the reaction product. The product is: [Cl:22][C:12]1[N:11]([CH3:15])[C:10]2[C:16]([I:18])=[CH:17][C:7]([C:6]3[C:2]([CH3:1])=[N:3][O:4][C:5]=3[CH3:19])=[CH:8][C:9]=2[N:13]=1. (3) Given the reactants [CH3:1][S:2]([C:5]1[CH:10]=[CH:9][C:8]([N:11]2[CH2:16][CH2:15][N:14]([CH2:17][CH2:18][CH:19]3[CH2:24][CH2:23][NH:22][CH2:21][CH2:20]3)[CH2:13][CH2:12]2)=[CH:7][CH:6]=1)(=[O:4])=[O:3].C1CCN2C(=NCCC2)CC1.Cl[C:37]1[N:42]=[CH:41][C:40]([CH3:43])=[CH:39][N:38]=1, predict the reaction product. The product is: [CH3:1][S:2]([C:5]1[CH:10]=[CH:9][C:8]([N:11]2[CH2:12][CH2:13][N:14]([CH2:17][CH2:18][CH:19]3[CH2:24][CH2:23][N:22]([C:37]4[N:42]=[CH:41][C:40]([CH3:43])=[CH:39][N:38]=4)[CH2:21][CH2:20]3)[CH2:15][CH2:16]2)=[CH:7][CH:6]=1)(=[O:4])=[O:3]. (4) Given the reactants Cl[C:2]1[N:11]([CH3:12])[C:10](=[O:13])[C:9]2[C:4](=[CH:5][CH:6]=[CH:7][C:8]=2[O:14][CH3:15])[N:3]=1.[CH2:16]([NH:19][CH2:20][CH2:21][CH3:22])[CH2:17][CH3:18], predict the reaction product. The product is: [CH2:16]([N:19]([CH2:20][CH2:21][CH3:22])[C:2]1[N:11]([CH3:12])[C:10](=[O:13])[C:9]2[C:4](=[CH:5][CH:6]=[CH:7][C:8]=2[O:14][CH3:15])[N:3]=1)[CH2:17][CH3:18]. (5) Given the reactants [N:1]1([NH:8][C:9]2[N:14]=[C:13]([NH:15][C:16]3[CH:21]=[CH:20][C:19]([O:22][CH3:23])=[C:18]([Cl:24])[CH:17]=3)[N:12]=[C:11](Cl)[N:10]=2)[CH2:7][CH2:6][CH2:5][CH2:4][CH2:3][CH2:2]1.[CH3:26][N:27]1[CH2:32][CH2:31][CH:30]([NH:33]C)[CH2:29][CH2:28]1.CCN(C(C)C)C(C)C, predict the reaction product. The product is: [OH-:22].[NH4+:1].[N:1]1([NH:8][C:9]2[N:14]=[C:13]([NH:15][C:16]3[CH:21]=[CH:20][C:19]([O:22][CH3:23])=[C:18]([Cl:24])[CH:17]=3)[N:12]=[C:11]([NH:33][CH:30]3[CH2:31][CH2:32][N:27]([CH3:26])[CH2:28][CH2:29]3)[N:10]=2)[CH2:7][CH2:6][CH2:5][CH2:4][CH2:3][CH2:2]1. (6) Given the reactants C(OC(N1CCC2C3C=CC(S(C4C=CC=C(O)C=4)(=O)=O)=CC=3OC2C1)=O)(C)(C)C.[C:31]([O:35][C:36]([N:38]1[CH2:43][CH2:42][CH:41]2[C:44]3[CH:50]=[CH:49][C:48]([S:51]([C:54]4[CH:59]=[C:58]([O:60][CH:61]([CH3:63])[CH3:62])[CH:57]=[C:56]([O:64]CC5C=CC=CC=5)[CH:55]=4)(=[O:53])=[O:52])=[CH:47][C:45]=3[O:46][CH:40]2[CH2:39]1)=[O:37])([CH3:34])([CH3:33])[CH3:32], predict the reaction product. The product is: [C:31]([O:35][C:36]([N:38]1[CH2:43][CH2:42][CH:41]2[C:44]3[CH:50]=[CH:49][C:48]([S:51]([C:54]4[CH:59]=[C:58]([O:60][CH:61]([CH3:62])[CH3:63])[CH:57]=[C:56]([OH:64])[CH:55]=4)(=[O:53])=[O:52])=[CH:47][C:45]=3[O:46][CH:40]2[CH2:39]1)=[O:37])([CH3:34])([CH3:33])[CH3:32].